Dataset: Catalyst prediction with 721,799 reactions and 888 catalyst types from USPTO. Task: Predict which catalyst facilitates the given reaction. (1) Reactant: [Cl:1][C:2]1[N:3]=[C:4]([N:12]2[CH2:17][CH2:16][O:15][CH2:14][CH2:13]2)[C:5]2[S:10][C:9]([CH3:11])=[N:8][C:6]=2[N:7]=1.[Se](=O)=[O:19]. Product: [Cl:1][C:2]1[N:3]=[C:4]([N:12]2[CH2:17][CH2:16][O:15][CH2:14][CH2:13]2)[C:5]2[S:10][C:9]([CH:11]=[O:19])=[N:8][C:6]=2[N:7]=1. The catalyst class is: 12. (2) Reactant: [Cl:1][C:2]1[CH:3]=[C:4]([C:12]2[N:16]=[C:15]([C:17]3[CH:26]=[CH:25][CH:24]=[C:23]4[C:18]=3[CH2:19][CH2:20][NH:21][CH2:22]4)[O:14][N:13]=2)[CH:5]=[CH:6][C:7]=1[O:8][CH:9]([CH3:11])[CH3:10].C([O-])([O-])=O.[K+].[K+].Br[CH2:34][C:35]([O:37][C:38]([CH3:41])([CH3:40])[CH3:39])=[O:36]. Product: [Cl:1][C:2]1[CH:3]=[C:4]([C:12]2[N:16]=[C:15]([C:17]3[CH:26]=[CH:25][CH:24]=[C:23]4[C:18]=3[CH2:19][CH2:20][N:21]([CH2:34][C:35]([O:37][C:38]([CH3:41])([CH3:40])[CH3:39])=[O:36])[CH2:22]4)[O:14][N:13]=2)[CH:5]=[CH:6][C:7]=1[O:8][CH:9]([CH3:11])[CH3:10]. The catalyst class is: 3. (3) Reactant: [Cl:1][C:2]1[S:6][C:5]([C:7]([NH:9][CH2:10][C@@H:11]2[O:15][C:14](=[O:16])[N:13]([C:17]3[CH:22]=[C:21]([CH3:23])[C:20]([N:24]4[CH:29]=[CH:28][CH:27]=[C:26]([O:30]C)[C:25]4=[O:32])=[C:19]([CH3:33])[CH:18]=3)[CH2:12]2)=[O:8])=[CH:4][CH:3]=1.B(Br)(Br)Br.C(=O)(O)[O-].[Na+]. Product: [Cl:1][C:2]1[S:6][C:5]([C:7]([NH:9][CH2:10][C@@H:11]2[O:15][C:14](=[O:16])[N:13]([C:17]3[CH:22]=[C:21]([CH3:23])[C:20]([N:24]4[CH:29]=[CH:28][CH:27]=[C:26]([OH:30])[C:25]4=[O:32])=[C:19]([CH3:33])[CH:18]=3)[CH2:12]2)=[O:8])=[CH:4][CH:3]=1. The catalyst class is: 4. (4) Reactant: S(C1C=CC([N+]([O-])=O)=CC=1)(O)(=O)=O.[CH3:14][S@:15]([CH2:18][CH2:19][CH2:20][O:21][CH2:22][C:23]1[CH:28]=[CH:27][CH:26]=[CH:25][CH:24]=1)(=[NH:17])=[O:16].C([O-])([O-])=O.[Cs+].[Cs+]. Product: [CH3:14][S@:15]([CH2:18][CH2:19][CH2:20][O:21][CH2:22][C:23]1[CH:28]=[CH:27][CH:26]=[CH:25][CH:24]=1)(=[NH:17])=[O:16]. The catalyst class is: 23. (5) Reactant: C(OC([NH:8][C:9]1[S:13][C:12]([C:14]2[CH:15]=[N:16][C:17]([N:20]3[CH2:25][CH2:24][O:23][CH2:22][CH2:21]3)=[CH:18][CH:19]=2)=[N:11][C:10]=1[C:26]([O:28][CH2:29][CH3:30])=[O:27])=O)(C)(C)C.O1CCOCC1.C(O)C. Product: [NH2:8][C:9]1[S:13][C:12]([C:14]2[CH:15]=[N:16][C:17]([N:20]3[CH2:25][CH2:24][O:23][CH2:22][CH2:21]3)=[CH:18][CH:19]=2)=[N:11][C:10]=1[C:26]([O:28][CH2:29][CH3:30])=[O:27]. The catalyst class is: 33. (6) Reactant: [C:1]([O:5][C:6]([N:8]1[CH2:13][CH2:12][C:11](=O)[CH2:10][CH2:9]1)=[O:7])([CH3:4])([CH3:3])[CH3:2].[Br:15][C:16]1[CH:22]=[CH:21][CH:20]=[CH:19][C:17]=1[NH2:18].C(O)(=O)C.C(O[BH-](OC(=O)C)OC(=O)C)(=O)C.[Na+]. Product: [C:1]([O:5][C:6]([N:8]1[CH2:13][CH2:12][CH:11]([NH:18][C:17]2[CH:19]=[CH:20][CH:21]=[CH:22][C:16]=2[Br:15])[CH2:10][CH2:9]1)=[O:7])([CH3:4])([CH3:3])[CH3:2]. The catalyst class is: 26. (7) Reactant: [C:1]([O:4][CH:5]1[CH2:18][CH2:17][CH:16]2[CH:7]([C:8]3[C:13]([C:14]([C:19]4[CH:27]=[CH:26][C:22]([C:23]([OH:25])=O)=[CH:21][CH:20]=4)=[N:15]2)=[CH:12][C:11]([O:28][CH3:29])=[C:10]([O:30][CH3:31])[CH:9]=3)[CH2:6]1)(=[O:3])[CH3:2].Cl.C(N=C=NCCCN(C)C)C.[N:44]1([CH2:50][CH2:51][NH2:52])[CH2:49][CH2:48][O:47][CH2:46][CH2:45]1. The catalyst class is: 277. Product: [CH3:29][O:28][C:11]1[CH:12]=[C:13]2[C:8](=[CH:9][C:10]=1[O:30][CH3:31])[CH:7]1[CH:16]([CH2:17][CH2:18][CH:5]([O:4][C:1](=[O:3])[CH3:2])[CH2:6]1)[N:15]=[C:14]2[C:19]1[CH:27]=[CH:26][C:22]([C:23](=[O:25])[NH:52][CH2:51][CH2:50][N:44]2[CH2:49][CH2:48][O:47][CH2:46][CH2:45]2)=[CH:21][CH:20]=1. (8) Reactant: F[C:2]1[CH:9]=[CH:8][CH:7]=[CH:6][C:3]=1[CH:4]=[O:5].[C:10]([O:14][C:15]([N:17]1[CH2:20][CH:19]([OH:21])[CH2:18]1)=[O:16])([CH3:13])([CH3:12])[CH3:11].C([O-])([O-])=O.[K+].[K+]. Product: [C:10]([O:14][C:15]([N:17]1[CH2:20][CH:19]([O:21][C:2]2[CH:9]=[CH:8][CH:7]=[CH:6][C:3]=2[CH:4]=[O:5])[CH2:18]1)=[O:16])([CH3:13])([CH3:11])[CH3:12]. The catalyst class is: 85.